This data is from Reaction yield outcomes from USPTO patents with 853,638 reactions. The task is: Predict the reaction yield, written as a fraction of the theoretical maximum amount of product (1.0 means a 100% yield; for example, 0.34 means a 34% yield). (1) The reactants are [C:1]([C:4]1[CH:11]=[C:10]([Cl:12])[C:7]([C:8]#[N:9])=[C:6](I)[C:5]=1[O:14][CH2:15][CH3:16])(=[O:3])[CH3:2].Cl.[CH3:18][O:19][CH:20]1[CH2:23][NH:22][CH2:21]1.C(=O)([O-])[O-].[Cs+].[Cs+].CC1(C)C2C=CC=C(P(C3C=CC=CC=3)C3C=CC=CC=3)C=2OC2C1=CC=CC=2P(C1C=CC=CC=1)C1C=CC=CC=1. The catalyst is O1CCOCC1.C1C=CC(/C=C/C(/C=C/C2C=CC=CC=2)=O)=CC=1.C1C=CC(/C=C/C(/C=C/C2C=CC=CC=2)=O)=CC=1.C1C=CC(/C=C/C(/C=C/C2C=CC=CC=2)=O)=CC=1.[Pd].[Pd]. The product is [C:1]([C:4]1[CH:11]=[C:10]([Cl:12])[C:7]([C:8]#[N:9])=[C:6]([N:22]2[CH2:23][CH:20]([O:19][CH3:18])[CH2:21]2)[C:5]=1[O:14][CH2:15][CH3:16])(=[O:3])[CH3:2]. The yield is 0.700. (2) The reactants are [CH3:1][C@@H:2]1[O:10][C:9](=[O:11])[C@@H:8]([NH:12]C(=O)OCC2C=CC=CC=2)[CH2:7][O:6][CH2:5][C@H:4]([O:23][CH2:24][C:25]([CH3:27])=[CH2:26])[C@H:3]1[O:28][CH2:29][C:30]([CH3:32])=[CH2:31]. The catalyst is CCOC(C)=O.[Pd]. The product is [NH2:12][C@H:8]1[CH2:7][O:6][CH2:5][C@H:4]([O:23][CH2:24][CH:25]([CH3:26])[CH3:27])[C@@H:3]([O:28][CH2:29][CH:30]([CH3:32])[CH3:31])[C@H:2]([CH3:1])[O:10][C:9]1=[O:11]. The yield is 0.910. (3) The reactants are BrC1C=C[C:5](NCC(OC)=O)=[N:6]C=1.[Cl:14][C:15]1[CH:23]=[C:22]2[C:18]([C:19]([CH:25]=O)=[CH:20][N:21]2[CH3:24])=[CH:17][CH:16]=1.CN1C2C(=CC=CC=2)C(C)=C1C=O. No catalyst specified. The product is [Cl:14][C:15]1[CH:23]=[C:22]2[C:18]([C:19]([CH2:25][NH:6][CH3:5])=[CH:20][N:21]2[CH3:24])=[CH:17][CH:16]=1. The yield is 0.930. (4) The reactants are Br[C:2]1[CH:10]=[CH:9][CH:8]=[C:7]2[C:3]=1[C:4]1[CH:14]=[CH:13][CH:12]=[N:11][C:5]=1[NH:6]2.[C:15]1(B(O)O)[CH:20]=[CH:19][CH:18]=[CH:17][CH:16]=1.C([O-])([O-])=O.[K+].[K+]. The catalyst is C1C=CC([P]([Pd]([P](C2C=CC=CC=2)(C2C=CC=CC=2)C2C=CC=CC=2)([P](C2C=CC=CC=2)(C2C=CC=CC=2)C2C=CC=CC=2)[P](C2C=CC=CC=2)(C2C=CC=CC=2)C2C=CC=CC=2)(C2C=CC=CC=2)C2C=CC=CC=2)=CC=1.O1CCOCC1. The product is [C:15]1([C:2]2[CH:10]=[CH:9][CH:8]=[C:7]3[C:3]=2[C:4]2[CH:14]=[CH:13][CH:12]=[N:11][C:5]=2[NH:6]3)[CH:20]=[CH:19][CH:18]=[CH:17][CH:16]=1. The yield is 0.220. (5) The reactants are [NH2:1][C:2]1[CH:3]=[CH:4][C:5]([C:8]#[N:9])=[N:6][CH:7]=1.[Br:10]Br.[OH-].[Na+]. The catalyst is C(O)(=O)C. The product is [NH2:1][C:2]1[CH:3]=[CH:4][C:5]([C:8]#[N:9])=[N:6][C:7]=1[Br:10]. The yield is 0.350.